Dataset: Full USPTO retrosynthesis dataset with 1.9M reactions from patents (1976-2016). Task: Predict the reactants needed to synthesize the given product. Given the product [N:12]([CH2:2][C:3]1[CH:10]=[CH:9][C:6]([C:7]#[N:8])=[CH:5][C:4]=1[Cl:11])=[N+:13]=[N-:14], predict the reactants needed to synthesize it. The reactants are: Br[CH2:2][C:3]1[CH:10]=[CH:9][C:6]([C:7]#[N:8])=[CH:5][C:4]=1[Cl:11].[N-:12]=[N+:13]=[N-:14].[Na+].C(=O)([O-])O.[Na+].O.